This data is from Peptide-MHC class I binding affinity with 185,985 pairs from IEDB/IMGT. The task is: Regression. Given a peptide amino acid sequence and an MHC pseudo amino acid sequence, predict their binding affinity value. This is MHC class I binding data. (1) The peptide sequence is ITFALKKLI. The MHC is HLA-A03:01 with pseudo-sequence HLA-A03:01. The binding affinity (normalized) is 0. (2) The peptide sequence is SEKTHIHIF. The MHC is HLA-B27:05 with pseudo-sequence HLA-B27:05. The binding affinity (normalized) is 0.0847. (3) The peptide sequence is AESLVGFLFY. The MHC is HLA-A30:02 with pseudo-sequence HLA-A30:02. The binding affinity (normalized) is 0.435. (4) The peptide sequence is HMNEIRINI. The MHC is HLA-A02:01 with pseudo-sequence HLA-A02:01. The binding affinity (normalized) is 0.399. (5) The peptide sequence is LCLSGDGWPY. The MHC is HLA-A23:01 with pseudo-sequence HLA-A23:01. The binding affinity (normalized) is 0. (6) The peptide sequence is SVSPKLFIR. The MHC is HLA-A11:01 with pseudo-sequence HLA-A11:01. The binding affinity (normalized) is 0.388.